The task is: Predict the product of the given reaction.. This data is from Forward reaction prediction with 1.9M reactions from USPTO patents (1976-2016). (1) Given the reactants [C:1]([NH:4][C:5]1[C:6](=[O:12])[CH2:7][CH2:8][CH2:9][C:10]=1O)(=O)[CH3:2].C([O-])(=O)C.[NH4+:17], predict the reaction product. The product is: [CH3:2][C:1]1[NH:17][C:10]2[CH2:9][CH2:8][CH2:7][C:6](=[O:12])[C:5]=2[N:4]=1. (2) Given the reactants [CH2:1]1[C:5]2[C:6]3[C:11]([C:12]4[CH:13]=[CH:14][CH:15]=[CH:16][C:17]=4[C:4]=2[CH:3]=[CH:2]1)=[CH:10][CH:9]=[CH:8][CH:7]=3.[H][H], predict the reaction product. The product is: [CH2:3]1[C:4]2[C:17]3[C:12]([C:11]4[CH:10]=[CH:9][CH:8]=[CH:7][C:6]=4[C:5]=2[CH2:1][CH2:2]1)=[CH:13][CH:14]=[CH:15][CH:16]=3. (3) Given the reactants Cl.[CH:2]1([S:5]([C:8]2[CH:13]=[CH:12][CH:11]=[CH:10][C:9]=2[CH2:14][NH2:15])(=[O:7])=[O:6])[CH2:4][CH2:3]1.CCN(C(C)C)C(C)C.[F:25][C:26]([F:37])([F:36])[C:27](O[C:27](=[O:28])[C:26]([F:37])([F:36])[F:25])=[O:28], predict the reaction product. The product is: [CH:2]1([S:5]([C:8]2[CH:13]=[CH:12][CH:11]=[CH:10][C:9]=2[CH2:14][NH:15][C:27](=[O:28])[C:26]([F:37])([F:36])[F:25])(=[O:7])=[O:6])[CH2:4][CH2:3]1. (4) Given the reactants C[O:2][C:3](=[O:23])[CH2:4][CH2:5][C:6]1[CH:11]=[CH:10][C:9]([O:12][CH2:13][CH2:14][C@@H:15]([O:17]S(C)(=O)=O)[CH3:16])=[CH:8][C:7]=1[CH3:22].[O:24]([C:31]1[C:40]2[C:35](=[CH:36][CH:37]=[CH:38][CH:39]=2)[CH:34]=[C:33](O)[CH:32]=1)[C:25]1[CH:30]=[CH:29][CH:28]=[CH:27][CH:26]=1, predict the reaction product. The product is: [CH3:22][C:7]1[CH:8]=[C:9]([O:12][CH2:13][CH2:14][C@H:15]([O:17][C:33]2[CH:32]=[C:31]([O:24][C:25]3[CH:30]=[CH:29][CH:28]=[CH:27][CH:26]=3)[C:40]3[C:35](=[CH:36][CH:37]=[CH:38][CH:39]=3)[CH:34]=2)[CH3:16])[CH:10]=[CH:11][C:6]=1[CH2:5][CH2:4][C:3]([OH:2])=[O:23]. (5) Given the reactants OC1C=CC(CN2C(C3CCCC4C=C(OC)C=CC=4C=3)=CC=CC2=O)=CC=1.ClCCN1CCCCCC1.[N:39]1([CH2:46][CH2:47][O:48][C:49]2[CH:75]=[CH:74][C:52]([CH2:53][N:54]3[C:59]([C:60]4[CH2:66][CH2:65][CH2:64][C:63]5[CH:67]=[C:68]([O:71]C)[CH:69]=[CH:70][C:62]=5[CH:61]=4)=[CH:58][CH:57]=[CH:56][C:55]3=[O:73])=[CH:51][CH:50]=2)[CH2:45][CH2:44][CH2:43][CH2:42][CH2:41][CH2:40]1, predict the reaction product. The product is: [N:39]1([CH2:46][CH2:47][O:48][C:49]2[CH:50]=[CH:51][C:52]([CH2:53][N:54]3[C:59]([C:60]4[CH2:66][CH2:65][CH2:64][C:63]5[CH:67]=[C:68]([OH:71])[CH:69]=[CH:70][C:62]=5[CH:61]=4)=[CH:58][CH:57]=[CH:56][C:55]3=[O:73])=[CH:74][CH:75]=2)[CH2:45][CH2:44][CH2:43][CH2:42][CH2:41][CH2:40]1. (6) Given the reactants [C:1]([O:5][C:6]([NH:8][C:9]1[CH:14]=[C:13]([CH2:15][C:16](OCC)=[O:17])[CH:12]=[CH:11][N:10]=1)=[O:7])([CH3:4])([CH3:3])[CH3:2].CC(C[AlH]CC(C)C)C.O, predict the reaction product. The product is: [OH:17][CH2:16][CH2:15][C:13]1[CH:12]=[CH:11][N:10]=[C:9]([NH:8][C:6](=[O:7])[O:5][C:1]([CH3:3])([CH3:2])[CH3:4])[CH:14]=1. (7) Given the reactants [CH3:1][C:2]1([CH3:23])[O:7][CH:6]([CH2:8][S:9][CH3:10])[CH:5]([CH2:11][NH:12]C(=O)OCC2C=CC=CC=2)[CH2:4][O:3]1.[OH-].[K+], predict the reaction product. The product is: [NH3:12].[CH3:2][OH:3].[CH3:1][C:2]1([CH3:23])[O:7][CH:6]([CH2:8][S:9][CH3:10])[CH:5]([CH2:11][NH2:12])[CH2:4][O:3]1. (8) Given the reactants [NH2:1][C:2]1[N:7]=[C:6]([C:8]2[CH:9]=[C:10]([OH:15])[CH:11]=[CH:12][C:13]=2[CH3:14])[CH:5]=[C:4]([Cl:16])[N:3]=1.N1C(C)=CC=CC=1C.FC(F)(F)S(O[Si:31]([C:34]([CH3:37])([CH3:36])[CH3:35])([CH3:33])[CH3:32])(=O)=O, predict the reaction product. The product is: [Si:31]([O:15][C:10]1[CH:11]=[CH:12][C:13]([CH3:14])=[C:8]([C:6]2[CH:5]=[C:4]([Cl:16])[N:3]=[C:2]([NH2:1])[N:7]=2)[CH:9]=1)([C:34]([CH3:37])([CH3:36])[CH3:35])([CH3:33])[CH3:32]. (9) Given the reactants [CH:1]1([NH:4][C:5](=[O:22])[C:6]2[CH:11]=[CH:10][C:9]([CH3:12])=[C:8](B3OC(C)(C)C(C)(C)O3)[CH:7]=2)[CH2:3][CH2:2]1.Br[C:24]1[CH:25]=[C:26]2[C:31](=[CH:32][CH:33]=1)[C:30](=[O:34])[N:29]([CH2:35][CH:36]1[CH2:38][CH2:37]1)[CH:28]=[C:27]2[C:39]([O:41][CH3:42])=[O:40].C(=O)([O-])[O-].[K+].[K+], predict the reaction product. The product is: [CH:1]1([NH:4][C:5]([C:6]2[CH:11]=[CH:10][C:9]([CH3:12])=[C:8]([C:24]3[CH:25]=[C:26]4[C:31](=[CH:32][CH:33]=3)[C:30](=[O:34])[N:29]([CH2:35][CH:36]3[CH2:37][CH2:38]3)[CH:28]=[C:27]4[C:39]([O:41][CH3:42])=[O:40])[CH:7]=2)=[O:22])[CH2:2][CH2:3]1.